Dataset: CYP2D6 inhibition data for predicting drug metabolism from PubChem BioAssay. Task: Regression/Classification. Given a drug SMILES string, predict its absorption, distribution, metabolism, or excretion properties. Task type varies by dataset: regression for continuous measurements (e.g., permeability, clearance, half-life) or binary classification for categorical outcomes (e.g., BBB penetration, CYP inhibition). Dataset: cyp2d6_veith. (1) The drug is CC(C)CC(C(=O)NCC1CCCO1)N(C(=O)Cn1nnc(-c2ccc(F)cc2)n1)c1cccc(C(F)(F)F)c1. The result is 1 (inhibitor). (2) The molecule is Clc1ccc(C=Nc2ccc3c(c2)Cc2ccccc2-3)c(Cl)c1. The result is 0 (non-inhibitor). (3) The molecule is COc1ccc2c(Cl)cc(NC(=S)Nc3ccccc3)nc2c1. The result is 0 (non-inhibitor). (4) The compound is Cc1nc(SCC(=O)Nc2ccc3c(c2)OCCO3)c2oc3ccccc3c2n1. The result is 0 (non-inhibitor). (5) The molecule is Cc1ccc(Cl)c(Nc2ccccc2C(=O)[O-])c1Cl.[Na+]. The result is 0 (non-inhibitor). (6) The molecule is CC(=O)c1cn(CC(=O)Nc2c(C)cccc2C)c2ccccc12. The result is 1 (inhibitor). (7) The drug is COc1ncc2nc(-c3cc(F)cc(F)c3)c(=O)n(CCC#N)c2n1. The result is 0 (non-inhibitor). (8) The compound is Cl.Fc1ccc(CCNCc2cccc(Cl)c2)cc1. The result is 1 (inhibitor). (9) The compound is O=C(O)Cn1c(-c2ccccc2)nc2ccccc21. The result is 0 (non-inhibitor).